Predict the reactants needed to synthesize the given product. From a dataset of Full USPTO retrosynthesis dataset with 1.9M reactions from patents (1976-2016). (1) Given the product [CH3:29][N:27]([CH3:28])[C:20]1[CH:21]=[C:22]2[C:26](=[C:18]([CH:16]([O:15][CH2:14][C:8]3([C:5]4[CH:6]=[CH:7][C:2]([F:1])=[CH:3][CH:4]=4)[CH2:13][CH2:12][N:11]([C:30]([O:32][C:33]([CH3:36])([CH3:35])[CH3:34])=[O:31])[CH2:10][CH2:9]3)[CH3:17])[CH:19]=1)[NH:25][N:24]=[CH:23]2, predict the reactants needed to synthesize it. The reactants are: [F:1][C:2]1[CH:7]=[CH:6][C:5]([C:8]2([CH2:14][O:15][CH:16]([C:18]3[C:26]4[C:22](=[CH:23][NH:24][N:25]=4)[CH:21]=[C:20]([N:27]([CH3:29])[CH3:28])[CH:19]=3)[CH3:17])[CH2:13][CH2:12][NH:11][CH2:10][CH2:9]2)=[CH:4][CH:3]=1.[C:30](O[C:30]([O:32][C:33]([CH3:36])([CH3:35])[CH3:34])=[O:31])([O:32][C:33]([CH3:36])([CH3:35])[CH3:34])=[O:31]. (2) Given the product [Br:1][C:2]1[CH:11]=[C:10]2[C:5]([C:6]([OH:12])=[C:7]([N+:15]([O-:17])=[O:16])[CH:8]=[N:9]2)=[N:4][CH:3]=1, predict the reactants needed to synthesize it. The reactants are: [Br:1][C:2]1[CH:11]=[C:10]2[C:5]([C:6]([OH:12])=[CH:7][CH:8]=[N:9]2)=[N:4][CH:3]=1.[OH-].[Na+].[N+:15]([O-])([OH:17])=[O:16].